Task: Predict the reactants needed to synthesize the given product.. Dataset: Full USPTO retrosynthesis dataset with 1.9M reactions from patents (1976-2016) (1) Given the product [Cl:1][C:2]1[CH:7]=[C:6]([CH:5]=[CH:4][C:3]=1[OH:25])[NH:8][C:9]1[C:18]2[C:13](=[CH:14][CH:15]=[CH:16][C:17]=2[O:19][C@H:20]([CH3:24])[CH2:21][N:22]([CH3:23])[C:26](=[O:30])[CH2:27][OH:28])[N:12]=[CH:11][N:10]=1, predict the reactants needed to synthesize it. The reactants are: [Cl:1][C:2]1[CH:7]=[C:6]([NH:8][C:9]2[C:18]3[C:13](=[CH:14][CH:15]=[CH:16][C:17]=3[O:19][C@H:20]([CH3:24])[CH2:21][NH:22][CH3:23])[N:12]=[CH:11][N:10]=2)[CH:5]=[CH:4][C:3]=1[OH:25].[C:26]([OH:30])(=O)[CH2:27][OH:28].OCC(N(CCOC1C=CC=C2C=1C(NC1C=CC(O)=C(C)C=1)=NC=N2)C)=O. (2) Given the product [F:1][C:2]1[CH:7]=[CH:6][CH:5]=[C:4]([F:8])[C:3]=1[N:9]1[C:14]2[N:15]=[C:16]([N:33]([CH2:34][CH2:35][OH:36])[CH3:32])[N:17]=[C:18]([C:19]3[CH:24]=[CH:23][C:22]([F:25])=[CH:21][C:20]=3[CH3:26])[C:13]=2[CH:12]=[CH:11][C:10]1=[O:31], predict the reactants needed to synthesize it. The reactants are: [F:1][C:2]1[CH:7]=[CH:6][CH:5]=[C:4]([F:8])[C:3]=1[N:9]1[C:14]2[N:15]=[C:16](S(C)(=O)=O)[N:17]=[C:18]([C:19]3[CH:24]=[CH:23][C:22]([F:25])=[CH:21][C:20]=3[CH3:26])[C:13]=2[CH:12]=[CH:11][C:10]1=[O:31].[CH3:32][NH:33][CH2:34][CH2:35][OH:36]. (3) Given the product [OH:1][CH:2]([C:22]1[CH:23]=[CH:24][C:25]([C:28]([F:30])([F:31])[F:29])=[CH:26][CH:27]=1)[C:3]1[CH:4]=[N:5][CH:6]=[CH:7][C:8]=1[CH2:9][CH2:10][N:11]1[C:12](=[O:21])[C:13]2[C:18](=[CH:17][CH:16]=[CH:15][CH:14]=2)[C:19]1=[O:20], predict the reactants needed to synthesize it. The reactants are: [OH:1][CH:2]([C:22]1[CH:27]=[CH:26][C:25]([C:28]([F:31])([F:30])[F:29])=[CH:24][CH:23]=1)[C:3]1[CH:4]=[N:5][CH:6]=[CH:7][C:8]=1/[CH:9]=[CH:10]/[N:11]1[C:19](=[O:20])[C:18]2[C:13](=[CH:14][CH:15]=[CH:16][CH:17]=2)[C:12]1=[O:21]. (4) Given the product [F:19][C:14]1[CH:13]=[C:12]([C:20]2[C:21]([C:26]3[CH:31]=[CH:30][CH:29]=[CH:28][CH:27]=3)=[N:22][O:23][C:24]=2[CH3:25])[CH:11]=[C:10]([F:9])[C:15]=1[S:16]([CH3:18])(=[O:2])=[O:17], predict the reactants needed to synthesize it. The reactants are: S([O-])(O[O-])(=O)=[O:2].[K+].[K+].[F:9][C:10]1[CH:11]=[C:12]([C:20]2[C:21]([C:26]3[CH:31]=[CH:30][CH:29]=[CH:28][CH:27]=3)=[N:22][O:23][C:24]=2[CH3:25])[CH:13]=[C:14]([F:19])[C:15]=1[S:16]([CH3:18])=[O:17].O.O.O.O.O.O.C(O[O-])(=O)C1C(=CC=CC=1)C([O-])=O.[Mg+2]. (5) Given the product [Cl:22][C:14]1[N:13]=[CH:12][N:11]([C:8]2[CH:7]=[CH:6][C:5]([S:2]([CH3:1])(=[O:3])=[O:4])=[CH:10][N:9]=2)[C:15]=1[C:16]1[CH:17]=[CH:18][CH:19]=[CH:20][CH:21]=1, predict the reactants needed to synthesize it. The reactants are: [CH3:1][S:2]([C:5]1[CH:6]=[CH:7][C:8]([N:11]2[C:15]([C:16]3[CH:21]=[CH:20][CH:19]=[CH:18][CH:17]=3)=[CH:14][N:13]=[CH:12]2)=[N:9][CH:10]=1)(=[O:4])=[O:3].[Cl:22]N1C(=O)CCC1=O. (6) Given the product [Cl:23][C:8]1[C:7]([CH3:24])=[C:6]([C:25](=[O:27])[CH3:26])[C:5]([O:4][CH2:3][CH2:2][N:32]2[CH2:33][CH2:34][C:30]([F:35])([F:29])[CH2:31]2)=[C:10]([O:11][CH2:12][CH2:13][CH2:14][C:15]2[CH:20]=[CH:19][CH:18]=[CH:17][CH:16]=2)[C:9]=1[O:21][CH3:22], predict the reactants needed to synthesize it. The reactants are: Br[CH2:2][CH2:3][O:4][C:5]1[C:10]([O:11][CH2:12][CH2:13][CH2:14][C:15]2[CH:20]=[CH:19][CH:18]=[CH:17][CH:16]=2)=[C:9]([O:21][CH3:22])[C:8]([Cl:23])=[C:7]([CH3:24])[C:6]=1[C:25](=[O:27])[CH3:26].Cl.[F:29][C:30]1([F:35])[CH2:34][CH2:33][NH:32][CH2:31]1. (7) Given the product [CH2:14]([O:1][C:2]1[CH:3]=[C:4]([CH:7]=[CH:8][CH:9]=1)[CH:5]=[O:6])[CH2:13][CH:12]=[CH2:11], predict the reactants needed to synthesize it. The reactants are: [OH:1][C:2]1[CH:3]=[C:4]([CH:7]=[CH:8][CH:9]=1)[CH:5]=[O:6].Br[CH2:11][CH2:12][CH:13]=[CH2:14].C(=O)([O-])[O-].[Cs+].[Cs+]. (8) Given the product [C:34]1([C:44]2[CH:49]=[CH:48][CH:47]=[CH:46][CH:45]=2)[CH:39]=[CH:38][C:37]([S:40]([N:8]2[CH2:12][CH2:11][S:10][CH:9]2[C:13]([NH:56][CH2:55][C:51]2[S:50][CH:54]=[CH:53][CH:52]=2)=[O:15])(=[O:42])=[O:41])=[CH:36][CH:35]=1, predict the reactants needed to synthesize it. The reactants are: C(OC([N:8]1[CH2:12][CH2:11][S:10][CH:9]1[C:13]([OH:15])=O)=O)(C)(C)C.C1C=CC(/C(/C2C=CC([N+]([O-])=O)=CC=2)=N/O)=CC=1.[C:34]1([C:44]2[CH:49]=[CH:48][CH:47]=[CH:46][CH:45]=2)[CH:39]=[CH:38][C:37]([S:40](Cl)(=[O:42])=[O:41])=[CH:36][CH:35]=1.[S:50]1[CH:54]=[CH:53][CH:52]=[C:51]1[CH2:55][NH2:56]. (9) Given the product [C:30]([O:49][CH2:50][CH:51]([OH:52])[CH2:53][O:15][C:14](=[O:16])[CH2:13][S:12][C:9]1[N:8]([C:17]2[C:26]3[C:21](=[CH:22][CH:23]=[CH:24][CH:25]=3)[C:20]([CH:27]3[CH2:29][CH2:28]3)=[CH:19][CH:18]=2)[C:7]([Br:6])=[N:11][N:10]=1)(=[O:48])[CH2:31][CH2:32][CH2:33][CH2:34][CH2:35][CH2:36][CH2:37]/[CH:38]=[CH:39]\[CH2:40][CH2:41][CH2:42][CH2:43][CH2:44][CH2:45][CH2:46][CH3:47], predict the reactants needed to synthesize it. The reactants are: P(Cl)(Cl)(Cl)=O.[Br:6][C:7]1[N:8]([C:17]2[C:26]3[C:21](=[CH:22][CH:23]=[CH:24][CH:25]=3)[C:20]([CH:27]3[CH2:29][CH2:28]3)=[CH:19][CH:18]=2)[C:9]([S:12][CH2:13][C:14]([OH:16])=[O:15])=[N:10][N:11]=1.[C:30]([O:49][CH2:50][CH:51]([CH2:53]O)[OH:52])(=[O:48])[CH2:31][CH2:32][CH2:33][CH2:34][CH2:35][CH2:36][CH2:37]/[CH:38]=[CH:39]\[CH2:40][CH2:41][CH2:42][CH2:43][CH2:44][CH2:45][CH2:46][CH3:47].